From a dataset of Reaction yield outcomes from USPTO patents with 853,638 reactions. Predict the reaction yield, written as a fraction of the theoretical maximum amount of product (1.0 means a 100% yield; for example, 0.34 means a 34% yield). The reactants are [CH:1]1[C:13]2[NH:12][C:11]3[C:6](=[CH:7][C:8]([C:14](=[O:16])[CH3:15])=[CH:9][CH:10]=3)[C:5]=2[CH:4]=[C:3]([C:17](=[O:19])[CH3:18])[CH:2]=1.[H-].[Na+].Cl.Cl[CH2:24][CH2:25][CH:26]1[CH2:30][CH2:29][CH2:28][N:27]1[CH3:31].C(Cl)(Cl)Cl.CO. The catalyst is CN(C=O)C.O. The product is [CH3:31][N:27]1[CH2:28][CH2:29][CH2:30][CH:26]1[CH2:25][CH2:24][N:12]1[C:13]2[CH:1]=[CH:2][C:3]([C:17](=[O:19])[CH3:18])=[CH:4][C:5]=2[C:6]2[C:11]1=[CH:10][CH:9]=[C:8]([C:14](=[O:16])[CH3:15])[CH:7]=2. The yield is 0.640.